Dataset: Reaction yield outcomes from USPTO patents with 853,638 reactions. Task: Predict the reaction yield, written as a fraction of the theoretical maximum amount of product (1.0 means a 100% yield; for example, 0.34 means a 34% yield). (1) The reactants are [C:1]([OH:22])(=[O:21])[CH2:2][CH2:3][CH2:4][CH2:5][CH2:6][CH2:7][CH2:8][CH2:9][CH2:10][CH2:11][CH2:12][CH2:13][CH2:14][CH2:15][CH2:16][CH2:17][C:18]([OH:20])=[O:19].[C:23](OC(O[C:23]([CH3:26])([CH3:25])[CH3:24])N(C)C)([CH3:26])([CH3:25])[CH3:24].O.C(Cl)Cl. The catalyst is C1(C)C=CC=CC=1. The product is [C:23]([O:19][C:18](=[O:20])[CH2:17][CH2:16][CH2:15][CH2:14][CH2:13][CH2:12][CH2:11][CH2:10][CH2:9][CH2:8][CH2:7][CH2:6][CH2:5][CH2:4][CH2:3][CH2:2][C:1]([OH:22])=[O:21])([CH3:26])([CH3:25])[CH3:24]. The yield is 0.530. (2) The reactants are C[O:2][C:3](=[O:42])[CH:4]1[CH:9]=[CH:8][CH:7]=[CH:6][C:5]1([C:24](=[O:41])[N:25]([C:32]1[O:40][C:36]2=[CH:37][CH:38]=[CH:39][C:35]2=[CH:34][CH:33]=1)[C:26]1[CH:31]=[CH:30][CH:29]=[CH:28][CH:27]=1)[CH2:10][CH2:11][C:12]1[CH:17]=[CH:16][C:15]([CH:18]=[CH:19][C:20]([CH3:23])([CH3:22])[CH3:21])=[CH:14][CH:13]=1.[OH-].[Na+]. The catalyst is CCO.C1COCC1.O. The product is [O:40]1[C:36]2=[CH:37][CH:38]=[CH:39][C:35]2=[CH:34][CH:33]=[C:32]1[N:25]([C:26]1[CH:31]=[CH:30][CH:29]=[CH:28][CH:27]=1)[C:24]([C:5]1([CH2:10][CH2:11][C:12]2[CH:13]=[CH:14][C:15]([CH:18]=[CH:19][C:20]([CH3:23])([CH3:21])[CH3:22])=[CH:16][CH:17]=2)[CH:6]=[CH:7][CH:8]=[CH:9][CH:4]1[C:3]([OH:42])=[O:2])=[O:41]. The yield is 0.980. (3) The reactants are [CH3:1][C:2]([OH:10])([CH3:9])[CH2:3][O:4][CH2:5][CH:6]1[CH2:8][O:7]1.CC1(C)C2(CS(O)(=O)=O)C(CC1CC2)=O.C([O-])(O)=O.[Na+]. The catalyst is C(Cl)Cl. The product is [CH3:1][C:2]1([CH3:9])[O:10][CH:6]([CH2:8][OH:7])[CH2:5][O:4][CH2:3]1. The yield is 0.640. (4) The reactants are C([O:8][C:9]1[CH:42]=[CH:41][C:12]([O:13][C:14]2[CH:15]=[C:16]([NH:34][CH2:35][CH2:36][C:37]([F:40])([F:39])[F:38])[C:17]3[N:21]=[CH:20][N:19]([C:22]4[CH:31]=[CH:30][C:25]([C:26]([NH:28][CH3:29])=[O:27])=[C:24]([CH3:32])[CH:23]=4)[C:18]=3[CH:33]=2)=[CH:11][CH:10]=1)C1C=CC=CC=1. The catalyst is C(O)C.[Pd]. The product is [OH:8][C:9]1[CH:10]=[CH:11][C:12]([O:13][C:14]2[CH:15]=[C:16]([NH:34][CH2:35][CH2:36][C:37]([F:39])([F:40])[F:38])[C:17]3[N:21]=[CH:20][N:19]([C:22]4[CH:31]=[CH:30][C:25]([C:26]([NH:28][CH3:29])=[O:27])=[C:24]([CH3:32])[CH:23]=4)[C:18]=3[CH:33]=2)=[CH:41][CH:42]=1. The yield is 0.540. (5) The reactants are C(N(CC)CC)C.[CH2:8]([C:10]1[CH:15]=[CH:14][C:13]([NH2:16])=[CH:12][C:11]=1[O:17][CH3:18])[CH3:9].[C:19](Cl)(=[O:21])[CH3:20]. The catalyst is C(Cl)Cl. The product is [CH2:8]([C:10]1[CH:15]=[CH:14][C:13]([NH:16][C:19](=[O:21])[CH3:20])=[CH:12][C:11]=1[O:17][CH3:18])[CH3:9]. The yield is 0.740. (6) The reactants are [NH2:1][C:2]1[CH:7]=[CH:6][C:5](Br)=[CH:4][N:3]=1.[F:9][C:10]([F:21])([F:20])[C:11]1[CH:16]=[CH:15][C:14](B(O)O)=[CH:13][CH:12]=1. No catalyst specified. The product is [F:9][C:10]([F:21])([F:20])[C:11]1[CH:16]=[CH:15][C:14]([C:5]2[CH:6]=[CH:7][C:2]([NH2:1])=[N:3][CH:4]=2)=[CH:13][CH:12]=1. The yield is 0.710. (7) The reactants are [CH3:1][C:2]([NH:11][C:12](=[O:21])[O:13][CH2:14][C:15]1[CH:20]=[CH:19][CH:18]=[CH:17][CH:16]=1)([CH2:4][CH2:5][N:6]1[CH2:10][CH2:9][CH2:8][CH2:7]1)[CH3:3].[CH3:22][I:23]. The catalyst is C(O)C. The product is [I-:23].[CH2:14]([O:13][C:12]([NH:11][C:2]([CH3:1])([CH3:3])[CH2:4][CH2:5][N+:6]1([CH3:22])[CH2:10][CH2:9][CH2:8][CH2:7]1)=[O:21])[C:15]1[CH:16]=[CH:17][CH:18]=[CH:19][CH:20]=1. The yield is 0.732. (8) The reactants are C([O:3][C:4](=[O:49])[CH2:5][CH2:6][CH2:7][O:8][C:9]1[CH:14]=[CH:13][CH:12]=[C:11]([CH2:15][CH2:16][CH2:17][CH2:18][CH2:19][CH2:20][O:21][C:22]2[CH:27]=[C:26]([O:28][CH2:29][CH3:30])[CH:25]=[C:24]([C:31]3[CH:41]=[CH:40][C:34]4[O:35][C:36]([F:39])([F:38])[O:37][C:33]=4[CH:32]=3)[CH:23]=2)[C:10]=1[CH2:42][CH2:43][C:44]([O:46]CC)=[O:45])C.[OH-].[Na+]. No catalyst specified. The product is [C:44]([CH2:43][CH2:42][C:10]1[C:11]([CH2:15][CH2:16][CH2:17][CH2:18][CH2:19][CH2:20][O:21][C:22]2[CH:27]=[C:26]([O:28][CH2:29][CH3:30])[CH:25]=[C:24]([C:31]3[CH:41]=[CH:40][C:34]4[O:35][C:36]([F:39])([F:38])[O:37][C:33]=4[CH:32]=3)[CH:23]=2)=[CH:12][CH:13]=[CH:14][C:9]=1[O:8][CH2:7][CH2:6][CH2:5][C:4]([OH:49])=[O:3])([OH:46])=[O:45]. The yield is 0.720. (9) The reactants are [OH:1][C@@H:2]1[CH2:5][C@H:4]([C:6]([O:8][CH2:9][C:10]2[CH:15]=[CH:14][CH:13]=[CH:12][CH:11]=2)=[O:7])[CH2:3]1.N1C=CC=CC=1.[C:22]1([CH3:32])[CH:27]=[CH:26][C:25]([S:28](Cl)(=[O:30])=[O:29])=[CH:24][CH:23]=1. The catalyst is ClCCl. The product is [S:28]([O:1][C@@H:2]1[CH2:5][C@H:4]([C:6]([O:8][CH2:9][C:10]2[CH:15]=[CH:14][CH:13]=[CH:12][CH:11]=2)=[O:7])[CH2:3]1)([C:25]1[CH:26]=[CH:27][C:22]([CH3:32])=[CH:23][CH:24]=1)(=[O:30])=[O:29]. The yield is 0.536. (10) The yield is 0.790. The catalyst is ClCCl. The reactants are C(OC([N:8]1[CH2:13][CH2:12][CH2:11][C@@H:10]([C:14]([NH:16][NH:17][C:18]([C@H:20]2[CH2:26][CH2:25][C@@H:24]3[CH2:27][N:21]2[C:22](=[O:33])[N:23]3[O:28][S:29]([OH:32])(=[O:31])=[O:30])=[O:19])=[O:15])[CH2:9]1)=O)(C)(C)C.FC(F)(F)C(O)=O. The product is [NH:8]1[CH2:13][CH2:12][CH2:11][C@@H:10]([C:14]([NH:16][NH:17][C:18]([C@H:20]2[CH2:26][CH2:25][C@@H:24]3[CH2:27][N:21]2[C:22](=[O:33])[N:23]3[O:28][S:29](=[O:30])(=[O:31])[OH:32])=[O:19])=[O:15])[CH2:9]1.